Regression/Classification. Given a drug SMILES string, predict its absorption, distribution, metabolism, or excretion properties. Task type varies by dataset: regression for continuous measurements (e.g., permeability, clearance, half-life) or binary classification for categorical outcomes (e.g., BBB penetration, CYP inhibition). Dataset: cyp2d6_veith. From a dataset of CYP2D6 inhibition data for predicting drug metabolism from PubChem BioAssay. The compound is CC(=O)c1ccc(-n2c(CCC(=O)O)ccc2-c2cccs2)cc1. The result is 0 (non-inhibitor).